Task: Predict the reaction yield, written as a fraction of the theoretical maximum amount of product (1.0 means a 100% yield; for example, 0.34 means a 34% yield).. Dataset: Reaction yield outcomes from USPTO patents with 853,638 reactions (1) The product is [C:3]([O:7][C:8]([N:10]1[CH2:14][CH2:13][C@H:12]([O:15][C:19]2[N:20]=[C:21]([Cl:23])[CH:22]=[C:17]([Cl:16])[N:18]=2)[CH2:11]1)=[O:9])([CH3:6])([CH3:4])[CH3:5]. The reactants are [H-].[Na+].[C:3]([O:7][C:8]([N:10]1[CH2:14][CH2:13][C@H:12]([OH:15])[CH2:11]1)=[O:9])([CH3:6])([CH3:5])[CH3:4].[Cl:16][C:17]1[CH:22]=[C:21]([Cl:23])[N:20]=[C:19](S(C)(=O)=O)[N:18]=1.[NH4+].[Cl-]. The catalyst is O1CCCC1.CCOC(C)=O. The yield is 0.790. (2) The reactants are CC1C=C2C(N=CC=C2)=C2C=1C=CC=N2.C([O-])([O-])=O.[Cs+].[Cs+].I[C:23]1[CH:28]=[CH:27][C:26]([O:29][CH3:30])=[CH:25][CH:24]=1.[CH:31]1([OH:36])[CH2:35][CH2:34][CH2:33][CH2:32]1. The catalyst is [Cu]I. The product is [CH:31]1([O:36][C:23]2[CH:28]=[CH:27][C:26]([O:29][CH3:30])=[CH:25][CH:24]=2)[CH2:35][CH2:34][CH2:33][CH2:32]1. The yield is 0.670. (3) The catalyst is ClCCl. The reactants are Cl[C:2]([O:4][C:5]1[CH:10]=[CH:9][C:8]([N+:11]([O-:13])=[O:12])=[CH:7][CH:6]=1)=[O:3].C([N:27]1[CH2:30][CH:29]([O:31][C:32]2[CH:37]=[CH:36][C:35]([I:38])=[CH:34][N:33]=2)[CH2:28]1)(C1C=CC=CC=1)C1C=CC=CC=1. The yield is 0.470. The product is [N+:11]([C:8]1[CH:9]=[CH:10][C:5]([O:4][C:2]([N:27]2[CH2:28][CH:29]([O:31][C:32]3[CH:37]=[CH:36][C:35]([I:38])=[CH:34][N:33]=3)[CH2:30]2)=[O:3])=[CH:6][CH:7]=1)([O-:13])=[O:12]. (4) The catalyst is CS(C)=O.C([O-])(=O)C.[Pd+2].C([O-])(=O)C. The product is [CH2:12]([N:8]1[C:9]2[C:4](=[CH:3][C:2]([C:47]([O:51][CH3:18])=[O:48])=[CH:11][CH:10]=2)[C:5](=[O:17])[N:6]([CH2:15][CH3:16])[C:7]1=[O:14])[CH3:13]. The reactants are Br[C:2]1[CH:3]=[C:4]2[C:9](=[CH:10][CH:11]=1)[N:8]([CH2:12][CH3:13])[C:7](=[O:14])[N:6]([CH2:15][CH3:16])[C:5]2=[O:17].[C:18]1(P(C2C=CC=CC=2)CCCP(C2C=CC=CC=2)C2C=CC=CC=2)C=CC=CC=1.[CH3:47][OH:48].[Cl-].[Na+].[OH2:51]. The yield is 0.820. (5) The reactants are Br[C:2]1[N:7]=[C:6]([NH:8][CH2:9][CH:10]2[CH2:15][CH2:14][O:13][CH2:12][CH2:11]2)[CH:5]=[CH:4][C:3]=1[Cl:16].[F:17][C:18]1[CH:23]=[C:22](B(O)O)[C:21]([F:27])=[CH:20][N:19]=1.C(=O)([O-])[O-].[Na+].[Na+].B(O)O. The catalyst is COCCOC.O. The product is [Cl:16][C:3]1[C:2]([C:22]2[C:21]([F:27])=[CH:20][N:19]=[C:18]([F:17])[CH:23]=2)=[N:7][C:6]([NH:8][CH2:9][CH:10]2[CH2:15][CH2:14][O:13][CH2:12][CH2:11]2)=[CH:5][CH:4]=1. The yield is 0.650.